From a dataset of Catalyst prediction with 721,799 reactions and 888 catalyst types from USPTO. Predict which catalyst facilitates the given reaction. (1) Reactant: [C:1]([O:4][CH2:5][C:6](=[O:36])[N:7]1[CH2:16][CH2:15][C:14]2[C:9](=[CH:10][CH:11]=[C:12]([C:17]3[CH:22]=[CH:21][C:20]([CH2:23][CH2:24]OS(C4C=CC(C)=CC=4)(=O)=O)=[CH:19][CH:18]=3)[CH:13]=2)[CH2:8]1)(=[O:3])[CH3:2].[NH:37]1[CH2:42][CH2:41][CH2:40][CH2:39][CH2:38]1.C([O-])([O-])=O.[Na+].[Na+]. Product: [C:1]([O:4][CH2:5][C:6](=[O:36])[N:7]1[CH2:16][CH2:15][C:14]2[C:9](=[CH:10][CH:11]=[C:12]([C:17]3[CH:18]=[CH:19][C:20]([CH2:23][CH2:24][N:37]4[CH2:42][CH2:41][CH2:40][CH2:39][CH2:38]4)=[CH:21][CH:22]=3)[CH:13]=2)[CH2:8]1)(=[O:3])[CH3:2]. The catalyst class is: 10. (2) Reactant: C([O:8][C:9]1[CH:46]=[CH:45][C:44]([C:47]([F:50])([F:49])[F:48])=[CH:43][C:10]=1[CH2:11][N:12]([CH2:28][C:29]1[CH:34]=[C:33]([C:35]([F:38])([F:37])[F:36])[CH:32]=[C:31]([C:39]([F:42])([F:41])[F:40])[CH:30]=1)[C:13]1[N:18]=[CH:17][C:16]([O:19][CH2:20][CH2:21][CH2:22][C:23]([O:25][CH2:26][CH3:27])=[O:24])=[CH:15][N:14]=1)C1C=CC=CC=1. Product: [F:42][C:39]([F:40])([F:41])[C:31]1[CH:30]=[C:29]([CH:34]=[C:33]([C:35]([F:36])([F:37])[F:38])[CH:32]=1)[CH2:28][N:12]([CH2:11][C:10]1[CH:43]=[C:44]([C:47]([F:50])([F:49])[F:48])[CH:45]=[CH:46][C:9]=1[OH:8])[C:13]1[N:14]=[CH:15][C:16]([O:19][CH2:20][CH2:21][CH2:22][C:23]([O:25][CH2:26][CH3:27])=[O:24])=[CH:17][N:18]=1. The catalyst class is: 178. (3) Reactant: Br[C:2]1[C:10]2[S:9][CH:8]=[C:7]([CH:11]([C:32]3[CH:37]=[CH:36][C:35]([Cl:38])=[CH:34][CH:33]=3)[C@@H:12]([C:16]3[CH:31]=[CH:30][C:19]([C:20]([NH:22][CH2:23][CH2:24][C:25]([O:27][CH2:28][CH3:29])=[O:26])=[O:21])=[CH:18][CH:17]=3)[CH2:13][CH2:14][CH3:15])[C:6]=2[CH:5]=[C:4]([Cl:39])[CH:3]=1.[CH3:40][N:41](C=O)C. Product: [Cl:39][C:4]1[CH:3]=[C:2]([C:40]#[N:41])[C:10]2[S:9][CH:8]=[C:7]([CH:11]([C:32]3[CH:37]=[CH:36][C:35]([Cl:38])=[CH:34][CH:33]=3)[C@@H:12]([C:16]3[CH:31]=[CH:30][C:19]([C:20]([NH:22][CH2:23][CH2:24][C:25]([O:27][CH2:28][CH3:29])=[O:26])=[O:21])=[CH:18][CH:17]=3)[CH2:13][CH2:14][CH3:15])[C:6]=2[CH:5]=1. The catalyst class is: 267. (4) The catalyst class is: 65. Reactant: [C:1]1([C:9]2[CH:14]=[CH:13][CH:12]=[CH:11][CH:10]=2)[CH:6]=[CH:5][C:4]([CH:7]=[O:8])=[CH:3][CH:2]=1.[N+:15]([O-])([O-:17])=[O:16].[K+]. Product: [N+:15]([C:12]1[CH:11]=[CH:10][C:9]([C:1]2[CH:2]=[CH:3][C:4]([CH:7]=[O:8])=[CH:5][CH:6]=2)=[CH:14][CH:13]=1)([O-:17])=[O:16]. (5) Reactant: [CH2:1]([C@@H:4]1[O:9][C@H:8]2[C@H:10]3[O:15][C:14]4([CH2:17][CH2:18][C@@H:19]5[O:23][C@@H:22]([CH2:24][CH2:25][C@@H:26]6[O:31][C@H:30]([CH2:32][C@H:33]7[C@H:37]([CH2:38][C:39](OC)=[O:40])[C@@H:36]([O:43][CH3:44])[C@@H:35]([CH2:45][C@H:46]([O:56][Si:57]([CH2:62][CH3:63])([CH2:60][CH3:61])[CH2:58][CH3:59])[CH2:47][O:48][Si:49]([CH2:54][CH3:55])([CH2:52][CH3:53])[CH2:50][CH3:51])[O:34]7)[C:29](=[CH2:64])[C@H:28]([CH3:65])[CH2:27]6)[C:21](=[CH2:66])[CH2:20]5)[O:16][C@H:6]([C@@H:7]2[O:12][C@@H:11]3[CH2:13]4)[C@H:5]1[O:67][Si:68]([CH2:73][CH3:74])([CH2:71][CH3:72])[CH2:69][CH3:70])[CH:2]=[CH2:3].[H-].[Al+3].[Li+].[H-].[H-].[H-].[NH4+].[Cl-].O. Product: [CH2:1]([C@@H:4]1[O:9][C@H:8]2[C@H:10]3[O:15][C@@:14]4([CH2:17][CH2:18][C@@H:19]5[O:23][C@@H:22]([CH2:24][CH2:25][C@@H:26]6[O:31][C@H:30]([CH2:32][C@H:33]7[C@H:37]([CH2:38][CH2:39][OH:40])[C@@H:36]([O:43][CH3:44])[C@@H:35]([CH2:45][C@H:46]([O:56][Si:57]([CH2:62][CH3:63])([CH2:60][CH3:61])[CH2:58][CH3:59])[CH2:47][O:48][Si:49]([CH2:52][CH3:53])([CH2:50][CH3:51])[CH2:54][CH3:55])[O:34]7)[C:29](=[CH2:64])[C@H:28]([CH3:65])[CH2:27]6)[C:21](=[CH2:66])[CH2:20]5)[O:16][C@H:6]([C@@H:7]2[O:12][C@@H:11]3[CH2:13]4)[C@H:5]1[O:67][Si:68]([CH2:73][CH3:74])([CH2:71][CH3:72])[CH2:69][CH3:70])[CH:2]=[CH2:3]. The catalyst class is: 1. (6) Reactant: P(Cl)(Cl)([Cl:3])=O.[C:6]1(=O)[C:15]2[C:10](=[CH:11][N:12]=[CH:13][CH:14]=2)[CH:9]=[CH:8][NH:7]1. Product: [Cl:3][C:6]1[C:15]2[C:10](=[CH:11][N:12]=[CH:13][CH:14]=2)[CH:9]=[CH:8][N:7]=1. The catalyst class is: 159. (7) Reactant: [H-].[Na+].[N+:3]([C:6]1[CH:7]=[CH:8][C:9]([O:12][C:13]2[CH:18]=[CH:17][C:16]([NH:19][C:20](=[O:26])[O:21][C:22]([CH3:25])([CH3:24])[CH3:23])=[CH:15][CH:14]=2)=[N:10][CH:11]=1)([O-:5])=[O:4].I[CH3:28]. Product: [CH3:28][N:19]([C:16]1[CH:17]=[CH:18][C:13]([O:12][C:9]2[CH:8]=[CH:7][C:6]([N+:3]([O-:5])=[O:4])=[CH:11][N:10]=2)=[CH:14][CH:15]=1)[C:20](=[O:26])[O:21][C:22]([CH3:23])([CH3:25])[CH3:24]. The catalyst class is: 1. (8) Reactant: [OH-].[K+].[CH2:3]([O:6][C:7]1[C:16]([C:17](=[O:19])[CH3:18])=[C:15]2[C:10]([C:11](=[O:27])[C:12]([CH3:26])=[C:13]([C:20]3[CH:25]=[CH:24][CH:23]=[CH:22][CH:21]=3)[O:14]2)=[CH:9][CH:8]=1)[CH:4]=[CH2:5].[CH:28](=O)[C:29]1[CH:34]=[CH:33][CH:32]=[CH:31][CH:30]=1. Product: [CH3:26][C:12]1[C:11](=[O:27])[C:10]2[C:15](=[C:16]([C:17](=[O:19])[CH:18]=[CH:28][C:29]3[CH:34]=[CH:33][CH:32]=[CH:31][CH:30]=3)[C:7]([O:6][CH2:3][CH:4]=[CH2:5])=[CH:8][CH:9]=2)[O:14][C:13]=1[C:20]1[CH:21]=[CH:22][CH:23]=[CH:24][CH:25]=1. The catalyst class is: 40.